From a dataset of NCI-60 drug combinations with 297,098 pairs across 59 cell lines. Regression. Given two drug SMILES strings and cell line genomic features, predict the synergy score measuring deviation from expected non-interaction effect. (1) Drug 1: C1=C(C(=O)NC(=O)N1)F. Drug 2: C1=NC2=C(N1)C(=S)N=CN2. Cell line: SNB-75. Synergy scores: CSS=33.1, Synergy_ZIP=-7.17, Synergy_Bliss=-8.71, Synergy_Loewe=-8.03, Synergy_HSA=-4.98. (2) Drug 1: CC1=CC2C(CCC3(C2CCC3(C(=O)C)OC(=O)C)C)C4(C1=CC(=O)CC4)C. Drug 2: C1C(C(OC1N2C=NC3=C2NC=NCC3O)CO)O. Cell line: SK-MEL-28. Synergy scores: CSS=-4.03, Synergy_ZIP=2.12, Synergy_Bliss=-0.175, Synergy_Loewe=-4.06, Synergy_HSA=-4.36.